This data is from Plasma protein binding rate (PPBR) regression data from AstraZeneca. The task is: Regression/Classification. Given a drug SMILES string, predict its absorption, distribution, metabolism, or excretion properties. Task type varies by dataset: regression for continuous measurements (e.g., permeability, clearance, half-life) or binary classification for categorical outcomes (e.g., BBB penetration, CYP inhibition). For this dataset (ppbr_az), we predict Y. (1) The drug is COc1cc2nnc(C(N)=O)c(Nc3ccc(F)cc3F)c2cc1N1CCN(C)CC1. The Y is 90.5 %. (2) The drug is Cc1nccn1-c1ccc(COc2cc(F)cc(C3(C(N)=O)CCOCC3)c2)cc1. The Y is 89.9 %. (3) The molecule is Cc1ccc2cc(C)c3nnc(SCC(=O)N4CCN(C(=O)c5ccco5)CC4)n3c2c1. The Y is 99.0 %. (4) The compound is Cc1nc(Cl)c(Cl)n1Cc1sc2c(c1C(=O)N1CC[C@@H](O)C1)c(=O)n(C)c(=O)n2CC(C)C. The Y is 91.1 %. (5) The drug is CNc1ccc(-c2nc3ccc(O)cc3s2)cc1. The Y is 98.9 %. (6) The molecule is COc1cc2nnc(C(N)=O)c(Nc3cc(C)ccc3F)c2cc1OC. The Y is 96.9 %.